Dataset: Reaction yield outcomes from USPTO patents with 853,638 reactions. Task: Predict the reaction yield, written as a fraction of the theoretical maximum amount of product (1.0 means a 100% yield; for example, 0.34 means a 34% yield). (1) The catalyst is O1CCCC1. The product is [OH:3][NH:2][C:27](=[O:28])[CH:26]=[CH:25][C:22]1[CH:23]=[CH:24][C:19]([S:16](=[O:18])(=[O:17])[NH:15][C:9]2[CH:14]=[CH:13][CH:12]=[CH:11][CH:10]=2)=[CH:20][CH:21]=1. The yield is 0.390. The reactants are Cl.[NH2:2][OH:3].C([O-])(O)=O.[Na+].[C:9]1([NH:15][S:16]([C:19]2[CH:24]=[CH:23][C:22]([CH:25]=[CH:26][C:27](Cl)=[O:28])=[CH:21][CH:20]=2)(=[O:18])=[O:17])[CH:14]=[CH:13][CH:12]=[CH:11][CH:10]=1. (2) The reactants are [NH:1]1[C:5]2[C:6]3[C:11]([C:12]4[CH:13]=[CH:14][CH:15]=[CH:16][C:17]=4[C:4]=2[N:3]=[C:2]1[C:18]1[C:25]([C:26]#[N:27])=[CH:24][CH:23]=[CH:22][C:19]=1[C:20]#[N:21])=[CH:10][CH:9]=[CH:8][CH:7]=3.C(=O)([O-])[O-].[Cs+].[Cs+].O.C(OCC)(=O)C.[Cl:41][CH2:42]I. No catalyst specified. The product is [Cl:41][CH2:42][N:1]1[C:5]2[C:6]3[C:11]([C:12]4[CH:13]=[CH:14][CH:15]=[CH:16][C:17]=4[C:4]=2[N:3]=[C:2]1[C:18]1[C:25]([C:26]#[N:27])=[CH:24][CH:23]=[CH:22][C:19]=1[C:20]#[N:21])=[CH:10][CH:9]=[CH:8][CH:7]=3. The yield is 0.310. (3) The reactants are Br[C:2]1[CH:24]=[C:23]([F:25])[C:5]([CH2:6][N:7]2[N:16]=[CH:15][C:14]3[C:9](=[C:10]([F:21])[CH:11]=[C:12]([C:17]([CH3:20])([CH3:19])[CH3:18])[CH:13]=3)[C:8]2=[O:22])=[C:4]([F:26])[CH:3]=1.C([O-])([O-])=O.[Na+].[Na+].[CH3:33][O:34][C:35]1[CH:40]=[C:39](B(O)O)[CH:38]=[CH:37][N:36]=1. The catalyst is COCCOC.CCO.C1C=CC([P]([Pd]([P](C2C=CC=CC=2)(C2C=CC=CC=2)C2C=CC=CC=2)([P](C2C=CC=CC=2)(C2C=CC=CC=2)C2C=CC=CC=2)[P](C2C=CC=CC=2)(C2C=CC=CC=2)C2C=CC=CC=2)(C2C=CC=CC=2)C2C=CC=CC=2)=CC=1. The product is [C:17]([C:12]1[CH:13]=[C:14]2[C:9](=[C:10]([F:21])[CH:11]=1)[C:8](=[O:22])[N:7]([CH2:6][C:5]1[C:23]([F:25])=[CH:24][C:2]([C:39]3[CH:38]=[CH:37][N:36]=[C:35]([O:34][CH3:33])[CH:40]=3)=[CH:3][C:4]=1[F:26])[N:16]=[CH:15]2)([CH3:20])([CH3:18])[CH3:19]. The yield is 0.710. (4) The reactants are [Cl:1][C:2]1[N:3]=[C:4]([N:15]2[CH2:20][CH2:19][O:18][CH2:17][CH2:16]2)[C:5]2[N:10]=[C:9]([CH2:11][C:12]([OH:14])=O)[S:8][C:6]=2[N:7]=1.[CH3:21][C:22]([N:26]1[CH2:31][CH2:30][NH:29][CH2:28][CH2:27]1)([CH3:25])[CH2:23][OH:24].CN(C(ON1N=NC2C=CC=NC1=2)=[N+](C)C)C.F[P-](F)(F)(F)(F)F.CCN(C(C)C)C(C)C. The catalyst is CN(C=O)C. The product is [Cl:1][C:2]1[N:3]=[C:4]([N:15]2[CH2:20][CH2:19][O:18][CH2:17][CH2:16]2)[C:5]2[N:10]=[C:9]([CH2:11][C:12]([N:29]3[CH2:30][CH2:31][N:26]([C:22]([CH3:25])([CH3:21])[CH2:23][OH:24])[CH2:27][CH2:28]3)=[O:14])[S:8][C:6]=2[N:7]=1. The yield is 0.560. (5) The reactants are [CH:1]([C:3]1[CH:8]=[CH:7][C:6]([B:9]([OH:11])[OH:10])=[CH:5][CH:4]=1)=O.[N:12]1[CH:17]=[CH:16][CH:15]=[CH:14][C:13]=1[NH2:18]. The catalyst is ClC(Cl)C. The product is [N:12]1[CH:17]=[CH:16][CH:15]=[CH:14][C:13]=1[NH:18][CH2:1][C:3]1[CH:8]=[CH:7][C:6]([B:9]([OH:11])[OH:10])=[CH:5][CH:4]=1. The yield is 0.300. (6) The reactants are [F:1][C:2]([F:24])([F:23])[O:3][C:4]1[CH:9]=[CH:8][C:7]([N:10]2[CH:14]=[N:13][C:12]([C:15]3[CH:22]=[CH:21][C:18]([CH:19]=O)=[CH:17][CH:16]=3)=[N:11]2)=[CH:6][CH:5]=1.[C:25]([CH2:27][C:28]([O:30][CH2:31][CH3:32])=[O:29])#[N:26].N1CCCC1. The catalyst is C(O)C. The product is [C:25](/[C:27](=[CH:19]/[C:18]1[CH:21]=[CH:22][C:15]([C:12]2[N:13]=[CH:14][N:10]([C:7]3[CH:8]=[CH:9][C:4]([O:3][C:2]([F:23])([F:1])[F:24])=[CH:5][CH:6]=3)[N:11]=2)=[CH:16][CH:17]=1)/[C:28]([O:30][CH2:31][CH3:32])=[O:29])#[N:26]. The yield is 0.500. (7) The reactants are [NH:1]1[CH2:5][CH2:4][CH2:3][CH2:2]1.[N:6]1[CH:11]=[CH:10][CH:9]=[CH:8]C=1.C(Cl)Cl.[C:15]12([C:31](Cl)=[O:32])[CH2:24][C:19]3([C:25](Cl)=[O:26])[CH2:20][CH:21]([CH2:23][C:17]([C:28](Cl)=[O:29])([CH2:18]3)[CH2:16]1)[CH2:22]2. The catalyst is C1(C)C=CC=CC=1. The product is [N:1]1([C:31]([C:15]23[CH2:24][C:19]4([C:25]([N:1]5[CH2:5][CH2:4][CH2:3][CH2:2]5)=[O:26])[CH2:20][CH:21]([CH2:23][C:17]([C:28]([N:6]5[CH2:8][CH2:9][CH2:10][CH2:11]5)=[O:29])([CH2:18]4)[CH2:16]2)[CH2:22]3)=[O:32])[CH2:5][CH2:4][CH2:3][CH2:2]1. The yield is 0.900. (8) The reactants are [Cl:1][C:2]1[N:10]=[C:9]2[C:5]([N:6]=[C:7]([CH2:12][CH:13]=O)[N:8]2[CH3:11])=[C:4]([N:15]2[CH2:20][CH2:19][O:18][CH2:17][CH2:16]2)[N:3]=1.[CH3:21][C:22]1([CH3:28])[O:27][CH2:26][CH2:25][NH:24][CH2:23]1.C(OC)(OC)OC.C(O)(=O)C.C(O[BH-](OC(=O)C)OC(=O)C)(=O)C.[Na+]. The product is [Cl:1][C:2]1[N:10]=[C:9]2[C:5]([N:6]=[C:7]([CH2:12][CH2:13][N:24]3[CH2:25][CH2:26][O:27][C:22]([CH3:28])([CH3:21])[CH2:23]3)[N:8]2[CH3:11])=[C:4]([N:15]2[CH2:20][CH2:19][O:18][CH2:17][CH2:16]2)[N:3]=1. The yield is 0.650. The catalyst is ClCCCl. (9) The reactants are [Cl:1][C:2]1[CH:7]=[CH:6][N:5]=[C:4]2[CH:8]=[CH:9][S:10][C:3]=12.C([Li])CCC.[CH3:16][O:17][CH2:18][N:19]=[C:20]=[S:21]. The catalyst is C1COCC1. The product is [CH3:16][O:17][CH2:18][NH:19][C:20]([C:9]1[S:10][C:3]2[C:4](=[N:5][CH:6]=[CH:7][C:2]=2[Cl:1])[CH:8]=1)=[S:21]. The yield is 0.950. (10) The reactants are [NH2:1][CH2:2][C:3]1[CH:4]=[CH:5][C:6]([N+:13]([O-:15])=[O:14])=[C:7]([CH:12]=1)[C:8]([O:10][CH3:11])=[O:9].CCN(CC)CC.[CH3:23][S:24](Cl)(=[O:26])=[O:25]. The catalyst is C(Cl)Cl. The product is [CH3:23][S:24]([NH:1][CH2:2][C:3]1[CH:4]=[CH:5][C:6]([N+:13]([O-:15])=[O:14])=[C:7]([CH:12]=1)[C:8]([O:10][CH3:11])=[O:9])(=[O:26])=[O:25]. The yield is 0.570.